From a dataset of Full USPTO retrosynthesis dataset with 1.9M reactions from patents (1976-2016). Predict the reactants needed to synthesize the given product. (1) Given the product [CH2:20]([O:19][C:17](=[O:18])[CH2:16][O:15][C:14]1[CH:22]=[CH:23][C:11]([S:8]([C:5]2[CH:4]=[CH:3][C:2]([O:1][C:32]3[CH:31]=[CH:30][C:29]([S:26]([C:25]([F:36])([F:24])[F:37])(=[O:28])=[O:27])=[CH:34][CH:33]=3)=[CH:7][CH:6]=2)(=[O:9])=[O:10])=[CH:12][CH:13]=1)[CH3:21], predict the reactants needed to synthesize it. The reactants are: [OH:1][C:2]1[CH:7]=[CH:6][C:5]([S:8]([C:11]2[CH:23]=[CH:22][C:14]([O:15][CH2:16][C:17]([O:19][CH2:20][CH3:21])=[O:18])=[CH:13][CH:12]=2)(=[O:10])=[O:9])=[CH:4][CH:3]=1.[F:24][C:25]([F:37])([F:36])[S:26]([C:29]1[CH:34]=[CH:33][C:32](Cl)=[CH:31][CH:30]=1)(=[O:28])=[O:27].C(=O)([O-])[O-].[K+].[K+].O. (2) Given the product [C:14]1([C:20]2[CH:24]=[CH:23][S:22][C:21]=2[C:25]([OH:3])=[O:26])[CH:15]=[CH:16][CH:17]=[CH:18][CH:19]=1, predict the reactants needed to synthesize it. The reactants are: CC(C)=[O:3].OS(O)(=O)=O.O=[Cr](=O)=O.[C:14]1([C:20]2[CH:24]=[CH:23][S:22][C:21]=2[CH:25]=[O:26])[CH:19]=[CH:18][CH:17]=[CH:16][CH:15]=1.C(O)(C)C. (3) The reactants are: ClC1C=CC=C(C(OO)=[O:9])C=1.[Br:12][C:13]1[CH:14]=[N:15][C:16]2[C:21]([CH:22]=1)=[CH:20][CH:19]=[CH:18][CH:17]=2. Given the product [Br:12][C:13]1[CH:14]=[N+:15]([O-:9])[C:16]2[C:21]([CH:22]=1)=[CH:20][CH:19]=[CH:18][CH:17]=2, predict the reactants needed to synthesize it. (4) Given the product [Cl:16][C:17]1[C:18]([OH:24])=[CH:19][C:20]2[O:21][C:20]3[C:22](=[CH:23][C:17]([Cl:16])=[C:18]([OH:24])[CH:19]=3)[C:11]3([C:6]4[C:7](=[C:2]([Cl:1])[C:3]([Cl:15])=[C:4]([Cl:14])[C:5]=4[Cl:13])[C:8](=[O:9])[O:10]3)[C:22]=2[CH:23]=1, predict the reactants needed to synthesize it. The reactants are: [Cl:1][C:2]1[C:3]([Cl:15])=[C:4]([Cl:14])[C:5]([Cl:13])=[C:6]2[C:11](=O)[O:10][C:8](=[O:9])[C:7]=12.[Cl:16][C:17]1[CH:23]=[CH:22][C:20]([OH:21])=[CH:19][C:18]=1[OH:24]. (5) Given the product [CH2:19]([C:18]1[C:13]2[C:12]3[CH:23]=[CH:24][CH:25]=[N:26][C:11]=3[NH:10][C:14]=2[CH:15]=[N:16][C:17]=1[C:21]#[N:22])[CH3:20], predict the reactants needed to synthesize it. The reactants are: C1(S([N:10]2[C:14]3[CH:15]=[N:16][C:17]([C:21]#[N:22])=[C:18]([CH2:19][CH3:20])[C:13]=3[C:12]3[CH:23]=[CH:24][CH:25]=[N:26][C:11]2=3)(=O)=O)C=CC=CC=1.C(Cl)Cl.N. (6) Given the product [CH3:8][C:6]1[CH:7]=[C:2]([CH3:1])[N:3]=[C:4]([O:9][C@H:10]2[C@:13]3([C:27]4[CH:32]=[CH:31][CH:30]=[CH:29][CH:28]=4)[C:14]4[CH:26]=[CH:25][CH:24]=[CH:23][C:15]=4[N:16]([CH2:20][C:21]4[NH:36][N:35]=[N:34][N:22]=4)[C:17](=[O:19])[CH2:18][N:12]3[C:11]2=[O:33])[N:5]=1, predict the reactants needed to synthesize it. The reactants are: [CH3:1][C:2]1[CH:7]=[C:6]([CH3:8])[N:5]=[C:4]([O:9][C@H:10]2[C@:13]3([C:27]4[CH:32]=[CH:31][CH:30]=[CH:29][CH:28]=4)[C:14]4[CH:26]=[CH:25][CH:24]=[CH:23][C:15]=4[N:16]([CH2:20][C:21]#[N:22])[C:17](=[O:19])[CH2:18][N:12]3[C:11]2=[O:33])[N:3]=1.[N-:34]=[N+:35]=[N-:36].[Na+].[NH4+].[Cl-].